This data is from Forward reaction prediction with 1.9M reactions from USPTO patents (1976-2016). The task is: Predict the product of the given reaction. (1) Given the reactants [CH3:1][N:2]1[C:6]([C:7]2[N:8]=[C:9]([C:12]([O:14]C)=[O:13])[S:10][CH:11]=2)=[CH:5][CH:4]=[N:3]1.[OH-].[K+], predict the reaction product. The product is: [CH3:1][N:2]1[C:6]([C:7]2[N:8]=[C:9]([C:12]([OH:14])=[O:13])[S:10][CH:11]=2)=[CH:5][CH:4]=[N:3]1. (2) Given the reactants [Br:1][C:2]1[CH:3]=[CH:4][C:5]([F:35])=[C:6]([C@:8]2([CH3:34])[C@H:14]3[C@:12]([C:15]([OH:17])=O)([CH2:13]3)[S:11][C:10]([N:18]([C:27]([O:29][C:30]([CH3:33])([CH3:32])[CH3:31])=[O:28])[CH2:19][O:20][CH2:21][CH2:22][Si:23]([CH3:26])([CH3:25])[CH3:24])=[N:9]2)[CH:7]=1.[C:36]([NH2:40])([CH3:39])([CH3:38])[CH3:37].CCN(C(C)C)C(C)C.CN(C(ON1N=NC2C=CC=NC1=2)=[N+](C)C)C.F[P-](F)(F)(F)(F)F, predict the reaction product. The product is: [C:30]([O:29][C:27](=[O:28])[N:18]([C:10]1[S:11][C@:12]2([C:15](=[O:17])[NH:40][C:36]([CH3:39])([CH3:38])[CH3:37])[C@H:14]([C@:8]([C:6]3[CH:7]=[C:2]([Br:1])[CH:3]=[CH:4][C:5]=3[F:35])([CH3:34])[N:9]=1)[CH2:13]2)[CH2:19][O:20][CH2:21][CH2:22][Si:23]([CH3:24])([CH3:25])[CH3:26])([CH3:31])([CH3:32])[CH3:33]. (3) Given the reactants [Cl:1][C:2]1[C:6]([N:7]([CH2:25][CH3:26])[C:8](=[O:24])[CH2:9][CH2:10][CH:11]2[CH2:15][CH2:14][N:13](C(OC(C)(C)C)=O)[C:12]2=[O:23])=[CH:5][N:4]([C:27]2[CH:28]=[N:29][CH:30]=[CH:31][CH:32]=2)[N:3]=1.C([O-])(O)=O.[Na+], predict the reaction product. The product is: [Cl:1][C:2]1[C:6]([N:7]([CH2:25][CH3:26])[C:8](=[O:24])[CH2:9][CH2:10][CH:11]2[CH2:15][CH2:14][NH:13][C:12]2=[O:23])=[CH:5][N:4]([C:27]2[CH:28]=[N:29][CH:30]=[CH:31][CH:32]=2)[N:3]=1. (4) Given the reactants N1C(C)=CC=CC=1C.[CH2:9]([O:16][C:17]1[CH:18]=[CH:19][C:20]([C@@H:28]([OH:31])[CH2:29][Br:30])=[C:21]2[C:26]=1[NH:25][C:24](=[O:27])[CH:23]=[CH:22]2)[C:10]1[CH:15]=[CH:14][CH:13]=[CH:12][CH:11]=1.FC(F)(F)S(O[Si:38]([C:41]([CH3:44])([CH3:43])[CH3:42])([CH3:40])[CH3:39])(=O)=O, predict the reaction product. The product is: [CH2:9]([O:16][C:17]1[CH:18]=[CH:19][C:20]([C@@H:28]([O:31][Si:38]([C:41]([CH3:44])([CH3:43])[CH3:42])([CH3:40])[CH3:39])[CH2:29][Br:30])=[C:21]2[C:26]=1[NH:25][C:24](=[O:27])[CH:23]=[CH:22]2)[C:10]1[CH:11]=[CH:12][CH:13]=[CH:14][CH:15]=1. (5) Given the reactants [CH:1]1([CH:7]([O:9][C:10]2[CH:30]=[CH:29][C:13]([CH2:14][N:15]3[CH2:20][CH2:19][N:18](C(OC(C)(C)C)=O)[CH2:17][C:16]3=[O:28])=[CH:12][CH:11]=2)[CH3:8])[CH2:6][CH2:5][CH2:4][CH2:3][CH2:2]1.CO.[ClH:33], predict the reaction product. The product is: [ClH:33].[CH:1]1([CH:7]([O:9][C:10]2[CH:30]=[CH:29][C:13]([CH2:14][N:15]3[CH2:20][CH2:19][NH:18][CH2:17][C:16]3=[O:28])=[CH:12][CH:11]=2)[CH3:8])[CH2:6][CH2:5][CH2:4][CH2:3][CH2:2]1. (6) Given the reactants [Cl:1][C:2]1[CH:11]=[C:10]([C:12]([OH:14])=O)[C:9]2[C:4](=[CH:5][CH:6]=[CH:7][CH:8]=2)[N:3]=1.[NH2:15][C:16]1[C:25]([CH3:26])=[CH:24][C:19]([C:20]([O:22][CH3:23])=[O:21])=[CH:18][C:17]=1[CH3:27].C(N(CC)C(C)C)(C)C.CCCP1(OP(CCC)(=O)OP(CCC)(=O)O1)=O, predict the reaction product. The product is: [Cl:1][C:2]1[CH:11]=[C:10]([C:12]([NH:15][C:16]2[C:17]([CH3:27])=[CH:18][C:19]([C:20]([O:22][CH3:23])=[O:21])=[CH:24][C:25]=2[CH3:26])=[O:14])[C:9]2[C:4](=[CH:5][CH:6]=[CH:7][CH:8]=2)[N:3]=1. (7) Given the reactants [CH3:1][O:2][C:3](=[O:11])[C:4]1[CH:9]=[CH:8][C:7](F)=[CH:6][CH:5]=1.C(=O)([O-])[O-].[K+].[K+].ClC1C=C(C=CC=1OC)C[N:23]1[CH2:28][CH2:27][CH:26]([NH:29][C:30]([N:32]2[CH2:37][CH2:36][C:35](=[CH:38][C:39]3[CH:44]=[C:43]([F:45])[CH:42]=[CH:41][C:40]=3[F:46])[CH2:34][CH2:33]2)=[O:31])[CH2:25][CH2:24]1.O, predict the reaction product. The product is: [F:46][C:40]1[CH:41]=[CH:42][C:43]([F:45])=[CH:44][C:39]=1[CH:38]=[C:35]1[CH2:36][CH2:37][N:32]([C:30]([NH:29][CH:26]2[CH2:25][CH2:24][N:23]([C:7]3[CH:8]=[CH:9][C:4]([C:3]([O:2][CH3:1])=[O:11])=[CH:5][CH:6]=3)[CH2:28][CH2:27]2)=[O:31])[CH2:33][CH2:34]1. (8) Given the reactants [CH3:1][C:2]1[CH:8]=[C:7]([Br:9])[CH:6]=[CH:5][C:3]=1[NH2:4].[CH2:10]([O:12][C:13]([C:15]1([CH2:28][CH2:29][CH:30]=O)[CH2:20][CH2:19][N:18]([C:21]([O:23][C:24]([CH3:27])([CH3:26])[CH3:25])=[O:22])[CH2:17][CH2:16]1)=[O:14])[CH3:11].C(OC(=O)C)(=O)C.[BH-](OC(C)=O)(OC(C)=O)OC(C)=O.[Na+], predict the reaction product. The product is: [CH2:10]([O:12][C:13]([C:15]1([CH2:28][CH2:29][CH2:30][NH:4][C:3]2[CH:5]=[CH:6][C:7]([Br:9])=[CH:8][C:2]=2[CH3:1])[CH2:20][CH2:19][N:18]([C:21]([O:23][C:24]([CH3:27])([CH3:26])[CH3:25])=[O:22])[CH2:17][CH2:16]1)=[O:14])[CH3:11]. (9) Given the reactants [NH:1]1[CH:5]=[CH:4][N:3]=[C:2]1[CH:6]=O.[CH3:8][O:9][C:10]1[CH:11]=[C:12]([CH:14]=[CH:15][CH:16]=1)[NH2:13], predict the reaction product. The product is: [NH:3]1[CH:4]=[CH:5][N:1]=[C:2]1[CH:6]=[N:13][C:12]1[CH:14]=[CH:15][CH:16]=[C:10]([O:9][CH3:8])[CH:11]=1. (10) Given the reactants [CH3:1][S:2]([C:5]1[CH:13]=[CH:12][C:8]([C:9]([OH:11])=O)=[CH:7][CH:6]=1)(=[O:4])=[O:3].F[B-](F)(F)F.N1(OC(N(C)C)=[N+](C)C)C2C=CC=CC=2N=N1.Cl.Cl.Cl.[CH:39]1([N:43]2[CH2:48][CH2:47][CH:46]([O:49][C:50]3[CH:55]=[CH:54][C:53]([N:56]4[CH2:61][CH2:60][NH:59][CH2:58][CH2:57]4)=[CH:52][CH:51]=3)[CH2:45][CH2:44]2)[CH2:42][CH2:41][CH2:40]1.C(N(CC)CC)C, predict the reaction product. The product is: [CH:39]1([N:43]2[CH2:48][CH2:47][CH:46]([O:49][C:50]3[CH:55]=[CH:54][C:53]([N:56]4[CH2:61][CH2:60][N:59]([C:9]([C:8]5[CH:7]=[CH:6][C:5]([S:2]([CH3:1])(=[O:3])=[O:4])=[CH:13][CH:12]=5)=[O:11])[CH2:58][CH2:57]4)=[CH:52][CH:51]=3)[CH2:45][CH2:44]2)[CH2:42][CH2:41][CH2:40]1.